From a dataset of Forward reaction prediction with 1.9M reactions from USPTO patents (1976-2016). Predict the product of the given reaction. (1) Given the reactants C[Si](C)(C)[N-][Si](C)(C)C.[Li+].[CH3:11][O:12][C:13](=[O:24])[CH2:14][C:15]1[CH:20]=[CH:19][CH:18]=[C:17]([N+:21]([O-:23])=[O:22])[CH:16]=1.I[CH3:26].[Cl-].[NH4+], predict the reaction product. The product is: [N+:21]([C:17]1[CH:16]=[C:15]([CH:14]([CH3:26])[C:13]([O:12][CH3:11])=[O:24])[CH:20]=[CH:19][CH:18]=1)([O-:23])=[O:22]. (2) Given the reactants Br[C:2]1[CH:3]=[C:4]2[C:8](=[CH:9][CH:10]=1)[C:7](=[O:11])[CH2:6][CH:5]2[CH3:12].[CH3:13][N:14]1[CH:18]=[CH:17][CH:16]=[C:15]1[C:19]#[N:20], predict the reaction product. The product is: [CH3:13][N:14]1[C:18]([C:2]2[CH:3]=[C:4]3[C:8](=[CH:9][CH:10]=2)[C:7](=[O:11])[CH2:6][CH:5]3[CH3:12])=[CH:17][CH:16]=[C:15]1[C:19]#[N:20]. (3) Given the reactants [NH2:1][C:2]1[N:19]=[C:5]2[C:6]([CH:10]([C:12]3[CH:17]=[CH:16][C:15]([F:18])=[CH:14][CH:13]=3)[OH:11])=[CH:7][CH:8]=[CH:9][N:4]2[N:3]=1.[CH3:20][C:21]1[N:25]=[C:24]([N:26]2[CH2:31][CH2:30][C:29](=O)[CH2:28][CH2:27]2)[S:23][N:22]=1.[B][B][B][B][B][B][B][B][B][B].[CH3:43]O, predict the reaction product. The product is: [F:18][C:15]1[CH:16]=[CH:17][C:12]([CH:10]([O:11][CH3:43])[C:6]2[C:5]3[N:4]([N:3]=[C:2]([NH:1][CH:29]4[CH2:30][CH2:31][N:26]([C:24]5[S:23][N:22]=[C:21]([CH3:20])[N:25]=5)[CH2:27][CH2:28]4)[N:19]=3)[CH:9]=[CH:8][CH:7]=2)=[CH:13][CH:14]=1. (4) Given the reactants C([O:4][CH2:5][CH2:6][CH2:7][Si:8]([C:21]1[CH:26]=[CH:25][CH:24]=[CH:23][CH:22]=1)([C:15]1[CH:20]=[CH:19][CH:18]=[CH:17][CH:16]=1)[C:9]1[CH:14]=[CH:13][CH:12]=[CH:11][CH:10]=1)(=O)C.C(=O)([O-])[O-].[Na+].[Na+], predict the reaction product. The product is: [OH:4][CH2:5][CH2:6][CH2:7][Si:8]([C:21]1[CH:26]=[CH:25][CH:24]=[CH:23][CH:22]=1)([C:9]1[CH:10]=[CH:11][CH:12]=[CH:13][CH:14]=1)[C:15]1[CH:20]=[CH:19][CH:18]=[CH:17][CH:16]=1. (5) Given the reactants [C:1]([NH:4][C:5]1[S:6][C:7]([CH2:22][C:23]2[CH:28]=[CH:27][C:26]([S:29]([CH3:32])(=[O:31])=[O:30])=[CH:25][CH:24]=2)=[C:8]([C:10]2[CH:15]=[CH:14][C:13]([CH2:16][CH2:17][C:18]([O:20]C)=[O:19])=[CH:12][CH:11]=2)[N:9]=1)(=[O:3])[CH3:2].[OH-].[Na+], predict the reaction product. The product is: [C:1]([NH:4][C:5]1[S:6][C:7]([CH2:22][C:23]2[CH:24]=[CH:25][C:26]([S:29]([CH3:32])(=[O:30])=[O:31])=[CH:27][CH:28]=2)=[C:8]([C:10]2[CH:15]=[CH:14][C:13]([CH2:16][CH2:17][C:18]([OH:20])=[O:19])=[CH:12][CH:11]=2)[N:9]=1)(=[O:3])[CH3:2].